Dataset: Peptide-MHC class II binding affinity with 134,281 pairs from IEDB. Task: Regression. Given a peptide amino acid sequence and an MHC pseudo amino acid sequence, predict their binding affinity value. This is MHC class II binding data. The peptide sequence is VTPVEIVVDAEKLQF. The MHC is DRB1_0101 with pseudo-sequence DRB1_0101. The binding affinity (normalized) is 0.647.